From a dataset of Forward reaction prediction with 1.9M reactions from USPTO patents (1976-2016). Predict the product of the given reaction. (1) Given the reactants [Cu:1]Cl.[C:3](#[N:5])[CH3:4].[F:6][B-:7]([F:10])([F:9])[F:8].[Na+], predict the reaction product. The product is: [B-:7]([F:10])([F:9])([F:8])[F:6].[CH3:4][C:3]#[N:5].[CH3:4][C:3]#[N:5].[CH3:4][C:3]#[N:5].[CH3:4][C:3]#[N:5].[Cu+:1]. (2) The product is: [C:15]([CH:11]1[CH2:10][N:9]([CH2:8][C:7]2[CH:21]=[CH:22][C:23]([O:25][CH3:26])=[CH:24][C:6]=2[O:5][CH3:4])[C:13](=[O:14])[CH2:12]1)(=[O:16])[CH3:1]. Given the reactants [CH3:1][Mg+].[Br-].[CH3:4][O:5][C:6]1[CH:24]=[C:23]([O:25][CH3:26])[CH:22]=[CH:21][C:7]=1[CH2:8][N:9]1[C:13](=[O:14])[CH2:12][CH:11]([C:15](N(OC)C)=[O:16])[CH2:10]1, predict the reaction product.